Task: Predict the reaction yield, written as a fraction of the theoretical maximum amount of product (1.0 means a 100% yield; for example, 0.34 means a 34% yield).. Dataset: Reaction yield outcomes from USPTO patents with 853,638 reactions (1) The reactants are Br[C:2]1[CH:3]=[C:4]2[C:8](=[C:9]([C:11]([NH2:13])=[O:12])[CH:10]=1)[NH:7][CH:6]=[C:5]2[CH:14]1[CH2:19][CH2:18][N:17]([S:20]([CH2:23][CH3:24])(=[O:22])=[O:21])[CH2:16][CH2:15]1.[B:25]1([B:25]2[O:29][C:28]([CH3:31])([CH3:30])[C:27]([CH3:33])([CH3:32])[O:26]2)[O:29][C:28]([CH3:31])([CH3:30])[C:27]([CH3:33])([CH3:32])[O:26]1.C([O-])(=O)C.[K+]. The catalyst is COCCOC.C1C=CC(P(C2C=CC=CC=2)[C-]2C=CC=C2)=CC=1.C1C=CC(P(C2C=CC=CC=2)[C-]2C=CC=C2)=CC=1.Cl[Pd]Cl.[Fe+2]. The product is [CH2:23]([S:20]([N:17]1[CH2:18][CH2:19][CH:14]([C:5]2[C:4]3[C:8](=[C:9]([C:11]([NH2:13])=[O:12])[CH:10]=[C:2]([B:25]4[O:29][C:28]([CH3:31])([CH3:30])[C:27]([CH3:33])([CH3:32])[O:26]4)[CH:3]=3)[NH:7][CH:6]=2)[CH2:15][CH2:16]1)(=[O:22])=[O:21])[CH3:24]. The yield is 0.720. (2) The reactants are [CH:1]([C:4]1[N:9]=[C:8]([C:10]2[CH:19]=[C:18]([O:20][CH:21]3[CH2:38][CH:37]4[CH:23]([C:24](=[O:44])[N:25]([CH3:43])[CH2:26][CH2:27][CH2:28][CH2:29][CH:30]=[CH:31][CH:32]5[C:34]([C:40](O)=[O:41])([NH:35][C:36]4=[O:39])[CH2:33]5)[CH2:22]3)[C:17]3[C:12](=[C:13]([CH3:47])[C:14]([O:45][CH3:46])=[CH:15][CH:16]=3)[N:11]=2)[CH:7]=[CH:6][CH:5]=1)([CH3:3])[CH3:2].C(Cl)CCl.[CH:52]1([S:55]([NH2:58])(=[O:57])=[O:56])[CH2:54][CH2:53]1.C1CCN2C(=NCCC2)CC1. The catalyst is CN(C1C=CN=CC=1)C.CN(C=O)C.C(O)(=O)C. The product is [CH:1]([C:4]1[N:9]=[C:8]([C:10]2[CH:19]=[C:18]([O:20][CH:21]3[CH2:38][CH:37]4[CH:23]([C:24](=[O:44])[N:25]([CH3:43])[CH2:26][CH2:27][CH2:28][CH2:29][CH:30]=[CH:31][CH:32]5[C:34]([C:40]([NH:58][S:55]([CH:52]6[CH2:54][CH2:53]6)(=[O:57])=[O:56])=[O:41])([NH:35][C:36]4=[O:39])[CH2:33]5)[CH2:22]3)[C:17]3[C:12](=[C:13]([CH3:47])[C:14]([O:45][CH3:46])=[CH:15][CH:16]=3)[N:11]=2)[CH:7]=[CH:6][CH:5]=1)([CH3:2])[CH3:3]. The yield is 0.390. (3) The reactants are O[C:2]1[CH:3]=[N:4][CH:5]=[CH:6][C:7]=1[NH:8][C:9]([C:11]1[S:12][C:13]([N+:16]([O-:18])=[O:17])=[CH:14][CH:15]=1)=[O:10].O=P12OP3(OP(OP(O3)(O1)=O)(=O)O2)=O.CC1C=CC(C)=CC=1. The catalyst is N1C=CC=CC=1. The product is [N+:16]([C:13]1[S:12][C:11]([C:9]2[O:10][C:2]3[CH:3]=[N:4][CH:5]=[CH:6][C:7]=3[N:8]=2)=[CH:15][CH:14]=1)([O-:18])=[O:17]. The yield is 0.170. (4) The reactants are C([N:8]1[CH2:13][CH2:12][C:11]2([C:21]3[C:16](=[CH:17][CH:18]=[CH:19][C:20]=3[CH2:22][NH:23][C:24](=[O:26])[CH3:25])[N:15]([C:27]3[C:28]4[C@H:35]([CH3:36])[CH2:34][C@@H:33]([OH:37])[C:29]=4[N:30]=[CH:31][N:32]=3)[CH2:14]2)[CH2:10][CH2:9]1)C1C=CC=CC=1.C([O-])=O.[NH4+].[ClH:42]. The catalyst is CO.C(Cl)Cl.CCOCC.[Pd]. The product is [ClH:42].[ClH:42].[OH:37][C@H:33]1[C:29]2[N:30]=[CH:31][N:32]=[C:27]([N:15]3[C:16]4[C:21](=[C:20]([CH2:22][NH:23][C:24](=[O:26])[CH3:25])[CH:19]=[CH:18][CH:17]=4)[C:11]4([CH2:10][CH2:9][NH:8][CH2:13][CH2:12]4)[CH2:14]3)[C:28]=2[C@H:35]([CH3:36])[CH2:34]1. The yield is 0.770. (5) The reactants are [N:1]1([NH:7][C:8]([C:10]2[C:14]([CH3:15])=[C:13]([C:16]3[CH:21]=[CH:20][C:19]([O:22]CC4C=CC=CC=4)=[CH:18][CH:17]=3)[N:12]([C:30]3[CH:35]=[CH:34][C:33]([Cl:36])=[CH:32][C:31]=3[Cl:37])[N:11]=2)=[O:9])[CH2:6][CH2:5][O:4][CH2:3][CH2:2]1.B(Br)(Br)Br.O. The catalyst is C(Cl)Cl. The product is [N:1]1([NH:7][C:8]([C:10]2[C:14]([CH3:15])=[C:13]([C:16]3[CH:17]=[CH:18][C:19]([OH:22])=[CH:20][CH:21]=3)[N:12]([C:30]3[CH:35]=[CH:34][C:33]([Cl:36])=[CH:32][C:31]=3[Cl:37])[N:11]=2)=[O:9])[CH2:6][CH2:5][O:4][CH2:3][CH2:2]1. The yield is 0.990. (6) The reactants are [Br:1][C:2]1[C:14](=[O:15])[N:13]([CH:16]2[CH2:20][CH2:19][CH2:18][CH2:17]2)[C:5]2[N:6]=[C:7](S(C)=O)[N:8]=[CH:9][C:4]=2[C:3]=1[CH3:21].[C:22]([O:26][C:27]([N:29]1[CH:34]([CH3:35])[CH2:33][N:32]([C:36]2[CH:37]=[N:38][C:39]([NH2:42])=[CH:40][CH:41]=2)[CH2:31][CH:30]1[CH3:43])=[O:28])([CH3:25])([CH3:24])[CH3:23]. The catalyst is C1(C)C=CC=CC=1. The product is [C:22]([O:26][C:27]([N:29]1[CH:30]([CH3:43])[CH2:31][N:32]([C:36]2[CH:37]=[N:38][C:39]([NH:42][C:7]3[N:8]=[CH:9][C:4]4[C:3]([CH3:21])=[C:2]([Br:1])[C:14](=[O:15])[N:13]([CH:16]5[CH2:20][CH2:19][CH2:18][CH2:17]5)[C:5]=4[N:6]=3)=[CH:40][CH:41]=2)[CH2:33][CH:34]1[CH3:35])=[O:28])([CH3:23])([CH3:24])[CH3:25]. The yield is 0.376.